Dataset: Reaction yield outcomes from USPTO patents with 853,638 reactions. Task: Predict the reaction yield, written as a fraction of the theoretical maximum amount of product (1.0 means a 100% yield; for example, 0.34 means a 34% yield). (1) The reactants are [F:1][C:2]([F:16])([F:15])[C:3]1[CH:4]=[CH:5][C:6]([CH:13]=[CH2:14])=[C:7]([CH:9]([OH:12])C=C)[CH:8]=1. The catalyst is C(Cl)Cl.C1CCC(P(C2CCCCC2)C2CCCCC2)CC1.C1CCC(P(C2CCCCC2)C2CCCCC2)CC1.C1C=CC(C=[Ru](Cl)Cl)=CC=1. The product is [F:16][C:2]([F:1])([F:15])[C:3]1[CH:8]=[C:7]2[C:6]([CH:13]=[CH:14][CH:9]2[OH:12])=[CH:5][CH:4]=1. The yield is 0.680. (2) The reactants are [CH3:1][C:2]1[CH2:7][CH2:6][CH2:5][C:4]([CH3:9])([CH3:8])[C:3]=1[CH:10]=[O:11].[CH:12]([Mg]Br)=[CH2:13].[Cl-].[NH4+]. The catalyst is O1CCCC1. The product is [CH3:1][C:2]1[CH2:7][CH2:6][CH2:5][C:4]([CH3:8])([CH3:9])[C:3]=1[CH:10]([OH:11])[CH:12]=[CH2:13]. The yield is 0.760.